From a dataset of Reaction yield outcomes from USPTO patents with 853,638 reactions. Predict the reaction yield, written as a fraction of the theoretical maximum amount of product (1.0 means a 100% yield; for example, 0.34 means a 34% yield). (1) The reactants are [Si:1](Cl)([C:4]([CH3:7])([CH3:6])[CH3:5])([CH3:3])[CH3:2].N1C=CN=C1.[CH3:14][O:15][C:16]([C:18]1[O:19][C:20]([C:23]2[CH:28]=[CH:27][C:26]([C:29]([CH2:40][CH3:41])([C:32]3[CH:37]=[CH:36][C:35]([OH:38])=[C:34]([CH3:39])[CH:33]=3)[CH2:30][CH3:31])=[CH:25][C:24]=2[CH3:42])=[CH:21][CH:22]=1)=[O:17].C(OCC)C. The catalyst is CN(C)C=O. The product is [CH3:14][O:15][C:16]([C:18]1[O:19][C:20]([C:23]2[CH:28]=[CH:27][C:26]([C:29]([C:32]3[CH:37]=[CH:36][C:35]([O:38][Si:1]([C:4]([CH3:7])([CH3:6])[CH3:5])([CH3:3])[CH3:2])=[C:34]([CH3:39])[CH:33]=3)([CH2:30][CH3:31])[CH2:40][CH3:41])=[CH:25][C:24]=2[CH3:42])=[CH:21][CH:22]=1)=[O:17]. The yield is 0.860. (2) The reactants are [Cl:1][C:2]1[N:7]=[CH:6][C:5]([C@@H:8]2[CH2:12][CH2:11][CH2:10][C@H:9]2[OH:13])=[CH:4][CH:3]=1.CCN(CC)CC.[CH3:21][S:22](Cl)(=[O:24])=[O:23].CCOC(C)=O. The catalyst is C(Cl)Cl. The product is [Cl:1][C:2]1[N:7]=[CH:6][C:5]([C@@H:8]2[CH2:12][CH2:11][CH2:10][C@H:9]2[O:13][S:22]([CH3:21])(=[O:24])=[O:23])=[CH:4][CH:3]=1. The yield is 0.970. (3) The reactants are [F:1][C:2]1[CH:7]=[C:6]([F:8])[CH:5]=[CH:4][C:3]=1[NH2:9].N1C=CC=CC=1.Cl[C:17]([O:19][CH3:20])=[O:18]. The catalyst is ClCCl. The product is [CH3:20][O:19][C:17](=[O:18])[NH:9][C:3]1[CH:4]=[CH:5][C:6]([F:8])=[CH:7][C:2]=1[F:1]. The yield is 0.980. (4) The reactants are [CH:1]1([C:6]([C:8]2[CH:13]=[C:12]([CH3:14])[CH:11]=[CH:10][C:9]=2[NH:15][C:16]([NH:18][C:19]2[S:20][CH:21]=[C:22]([CH2:24][CH:25]=O)[N:23]=2)=[O:17])=[O:7])[CH2:5][CH2:4][CH2:3][CH2:2]1.[C:27]([CH:32]=P(C1C=CC=CC=1)(C1C=CC=CC=1)C1C=CC=CC=1)([O:29][CH2:30][CH3:31])=[O:28]. No catalyst specified. The product is [CH2:30]([O:29][C:27](=[O:28])[CH:32]=[CH:25][CH2:24][C:22]1[N:23]=[C:19]([NH:18][C:16]([NH:15][C:9]2[CH:10]=[CH:11][C:12]([CH3:14])=[CH:13][C:8]=2[C:6]([CH:1]2[CH2:5][CH2:4][CH2:3][CH2:2]2)=[O:7])=[O:17])[S:20][CH:21]=1)[CH3:31]. The yield is 0.420. (5) The reactants are [C:1]([O:5][C:6]([N:8]1[CH2:13][CH2:12][CH:11]([C:14]2[C:23]3[C:18](=[CH:19][C:20]([O:24][CH2:25][CH2:26][CH2:27][C:28]#[N:29])=[CH:21][CH:22]=3)[N:17]=[CH:16][N:15]=2)[CH2:10][CH2:9]1)=[O:7])([CH3:4])([CH3:3])[CH3:2].[N-:30]=[N+:31]=[N-:32].[Na+].Cl. The catalyst is C1(C)C=CC=CC=1. The product is [C:1]([O:5][C:6]([N:8]1[CH2:13][CH2:12][CH:11]([C:14]2[C:23]3[C:18](=[CH:19][C:20]([O:24][CH2:25][CH2:26][CH2:27][C:28]4[NH:32][N:31]=[N:30][N:29]=4)=[CH:21][CH:22]=3)[N:17]=[CH:16][N:15]=2)[CH2:10][CH2:9]1)=[O:7])([CH3:4])([CH3:3])[CH3:2]. The yield is 0.440.